Dataset: Full USPTO retrosynthesis dataset with 1.9M reactions from patents (1976-2016). Task: Predict the reactants needed to synthesize the given product. (1) Given the product [ClH:35].[Cl:35][C:30]1[CH:29]=[C:28]([NH:8][C:9]2[N:14]=[C:13]([NH:15][CH:16]3[CH2:17][CH2:18][NH:19][CH2:20][CH2:21]3)[N:12]=[C:11]([O:22][CH2:23][C:24]([F:25])([F:26])[F:27])[N:10]=2)[CH:33]=[CH:32][C:31]=1[F:34].[ClH:35], predict the reactants needed to synthesize it. The reactants are: C([N:8]([C:28]1[CH:33]=[CH:32][C:31]([F:34])=[C:30]([Cl:35])[CH:29]=1)[C:9]1[N:14]=[C:13]([NH:15][CH:16]2[CH2:21][CH2:20][NH:19][CH2:18][CH2:17]2)[N:12]=[C:11]([O:22][CH2:23][C:24]([F:27])([F:26])[F:25])[N:10]=1)(OC(C)(C)C)=O. (2) Given the product [CH3:5][C:4]([N+:1]([O-:3])=[O:2])([CH3:18])[CH2:6][N:13]1[CH2:14][CH2:15][N:10]([C:7](=[O:9])[CH3:8])[CH2:11][CH2:12]1, predict the reactants needed to synthesize it. The reactants are: [N+:1]([CH:4]([CH3:6])[CH3:5])([O-:3])=[O:2].[C:7]([N:10]1[CH2:15][CH2:14][NH:13][CH2:12][CH2:11]1)(=[O:9])[CH3:8].[OH-].[Na+].[CH2:18]=O. (3) Given the product [F:30][C:10]1[CH:11]=[C:12]2[C:7](=[CH:8][CH:9]=1)[CH:6]=[C:5]([CH2:4][C:3]([OH:31])=[O:2])[CH:14]=[C:13]2[CH:15]1[CH2:16][CH2:17][N:18]([S:21]([C:24]2[CH:25]=[N:26][CH:27]=[CH:28][CH:29]=2)(=[O:22])=[O:23])[CH2:19][CH2:20]1, predict the reactants needed to synthesize it. The reactants are: C[O:2][C:3](=[O:31])[CH2:4][C:5]1[CH:14]=[C:13]([CH:15]2[CH2:20][CH2:19][N:18]([S:21]([C:24]3[CH:25]=[N:26][CH:27]=[CH:28][CH:29]=3)(=[O:23])=[O:22])[CH2:17][CH2:16]2)[C:12]2[C:7](=[CH:8][CH:9]=[C:10]([F:30])[CH:11]=2)[CH:6]=1.O.[OH-].[Li+]. (4) Given the product [CH2:1]([O:3][C:4](=[O:25])[NH:5][C:6]1[C:7]([F:24])=[CH:8][C:9]([NH:15][CH2:16][C:17]2[CH:22]=[CH:21][C:20]([F:23])=[CH:19][CH:18]=2)=[CH:10][C:11]=1[NH2:12])[CH3:2], predict the reactants needed to synthesize it. The reactants are: [CH2:1]([O:3][C:4](=[O:25])[NH:5][C:6]1[C:11]([N+:12]([O-])=O)=[CH:10][C:9]([NH:15][CH2:16][C:17]2[CH:22]=[CH:21][C:20]([F:23])=[CH:19][CH:18]=2)=[CH:8][C:7]=1[F:24])[CH3:2].[Cl-].[NH4+].